The task is: Predict the reactants needed to synthesize the given product.. This data is from Full USPTO retrosynthesis dataset with 1.9M reactions from patents (1976-2016). (1) Given the product [C:37]([O:36][C:34]([N:7]1[CH2:8][CH2:9][C@@H:10]([C:11]2[CH:16]=[CH:15][C:14]([F:17])=[CH:13][CH:12]=2)[C@H:5]([C:3]([OH:4])=[O:2])[CH2:6]1)=[O:35])([CH3:38])([CH3:39])[CH3:40], predict the reactants needed to synthesize it. The reactants are: C[O:2][C:3]([C@H:5]1[C@H:10]([C:11]2[CH:16]=[CH:15][C:14]([F:17])=[CH:13][CH:12]=2)[CH2:9][CH2:8][N:7](C)[CH2:6]1)=[O:4].ClC(OC(Cl)C)=O.[C:34](O[C:34]([O:36][C:37]([CH3:40])([CH3:39])[CH3:38])=[O:35])([O:36][C:37]([CH3:40])([CH3:39])[CH3:38])=[O:35]. (2) Given the product [C:17]1([CH:23]([NH:25][C:2]2[CH:11]=[CH:10][C:9]3[C:8](=[O:12])[CH:7]4[CH2:13][CH2:14][CH2:15][CH2:16][CH:6]4[CH2:5][C:4]=3[N:3]=2)[CH3:24])[CH:22]=[CH:21][CH:20]=[CH:19][CH:18]=1, predict the reactants needed to synthesize it. The reactants are: Cl[CH:2]1[CH:11]=[CH:10][C:9]2[C:8](=[O:12])[CH:7]3[CH2:13][CH2:14][CH2:15][CH2:16][CH:6]3[CH2:5][C:4]=2[NH:3]1.[C:17]1([CH:23]([NH2:25])[CH3:24])[CH:22]=[CH:21][CH:20]=[CH:19][CH:18]=1.CCC([O-])(C)C.[Na+]. (3) Given the product [CH:14]1([CH2:17][CH2:18][NH:19][C:20]([C:22]2[N:23]=[N:24][C:25]([N:28]3[CH2:33][CH2:32][N:31]([C:5](=[O:6])[CH:4]=[C:3]([C:8]([F:11])([F:10])[F:9])[C:2]([F:13])([F:12])[F:1])[CH2:30][CH2:29]3)=[CH:26][CH:27]=2)=[O:21])[CH2:16][CH2:15]1, predict the reactants needed to synthesize it. The reactants are: [F:1][C:2]([F:13])([F:12])[C:3]([C:8]([F:11])([F:10])[F:9])=[CH:4][C:5](O)=[O:6].[CH:14]1([CH2:17][CH2:18][NH:19][C:20]([C:22]2[N:23]=[N:24][C:25]([N:28]3[CH2:33][CH2:32][NH:31][CH2:30][CH2:29]3)=[CH:26][CH:27]=2)=[O:21])[CH2:16][CH2:15]1. (4) The reactants are: [CH3:1][O:2][C:3]([C:5]1[CH:6]=[C:7]2[CH:13]=[CH:12][NH:11][C:8]2=[N:9][CH:10]=1)=[O:4].[CH:14](I)([CH3:16])[CH3:15]. Given the product [CH3:1][O:2][C:3]([C:5]1[CH:6]=[C:7]2[CH:13]=[CH:12][N:11]([CH:14]([CH3:16])[CH3:15])[C:8]2=[N:9][CH:10]=1)=[O:4], predict the reactants needed to synthesize it. (5) Given the product [CH:1]1([N:6]2[CH2:12][C:11]([F:13])([F:14])[C:10](=[O:15])[N:9]([CH3:16])[C:8]3[CH:17]=[N:18][C:19]([NH:21][C:22]4[CH:30]=[CH:29][C:25]([C:26]([NH:42][CH2:43][CH2:44][CH2:45][OH:46])=[O:28])=[CH:24][C:23]=4[O:31][CH3:32])=[N:20][C:7]2=3)[CH2:2][CH2:3][CH2:4][CH2:5]1, predict the reactants needed to synthesize it. The reactants are: [CH:1]1([N:6]2[CH2:12][C:11]([F:14])([F:13])[C:10](=[O:15])[N:9]([CH3:16])[C:8]3[CH:17]=[N:18][C:19]([NH:21][C:22]4[CH:30]=[CH:29][C:25]([C:26]([OH:28])=O)=[CH:24][C:23]=4[O:31][CH3:32])=[N:20][C:7]2=3)[CH2:5][CH2:4][CH2:3][CH2:2]1.C(N(C(C)C)C(C)C)C.[NH2:42][CH2:43][CH2:44][CH2:45][OH:46].